This data is from Forward reaction prediction with 1.9M reactions from USPTO patents (1976-2016). The task is: Predict the product of the given reaction. (1) Given the reactants [CH3:1][O:2][C@@H:3]([CH3:7])[C:4]([OH:6])=O.CCN(C(C)C)C(C)C.CN(C(ON1N=NC2C=CC=NC1=2)=[N+](C)C)C.F[P-](F)(F)(F)(F)F.[CH3:41][N:42]1[C:51]2[C:46](=[CH:47][N:48]=[C:49]([CH3:52])[CH:50]=2)[CH:45]=[C:44]([C:53]2[CH:54]=[C:55]([NH:60]/[C:61](/[NH2:64])=[N:62]/O)[CH:56]=[CH:57][C:58]=2[CH3:59])[C:43]1=[O:65], predict the reaction product. The product is: [CH3:1][O:2][C@H:3]([C:4]1[O:6][N:62]=[C:61]([NH:60][C:55]2[CH:56]=[CH:57][C:58]([CH3:59])=[C:53]([C:44]3[C:43](=[O:65])[N:42]([CH3:41])[C:51]4[C:46]([CH:45]=3)=[CH:47][N:48]=[C:49]([CH3:52])[CH:50]=4)[CH:54]=2)[N:64]=1)[CH3:7]. (2) Given the reactants [Cl:1][C:2]1[CH:7]=[CH:6][C:5]([C:8]2[CH:9]=[CH:10][C:11]([C:14]#[C:15][C:16]3[CH:21]=[CH:20][C:19](/[CH:22]=[CH:23]/[CH2:24]Cl)=[CH:18][CH:17]=3)=[N:12][CH:13]=2)=[CH:4][CH:3]=1.[NH2:26][CH:27]([CH2:30][OH:31])[CH2:28][OH:29].C(N(C(C)C)C(C)C)C, predict the reaction product. The product is: [Cl:1][C:2]1[CH:3]=[CH:4][C:5]([C:8]2[CH:9]=[CH:10][C:11]([C:14]#[C:15][C:16]3[CH:17]=[CH:18][C:19](/[CH:22]=[CH:23]/[CH2:24][NH:26][CH:27]([CH2:30][OH:31])[CH2:28][OH:29])=[CH:20][CH:21]=3)=[N:12][CH:13]=2)=[CH:6][CH:7]=1. (3) Given the reactants [I:1][C:2]1[CH:7]=[CH:6][C:5]([OH:8])=[CH:4][CH:3]=1.C(=O)([O-])[O-].[Cs+].[Cs+].[Cl:15][CH2:16][CH2:17][CH2:18][CH2:19]I, predict the reaction product. The product is: [Cl:15][CH2:16][CH2:17][CH2:18][CH2:19][O:8][C:5]1[CH:6]=[CH:7][C:2]([I:1])=[CH:3][CH:4]=1. (4) Given the reactants Cl.[NH2:2][C:3]([NH2:5])=[NH:4].[H-].[Na+].[C:8]([O:12][C:13](=[O:32])[CH2:14][CH2:15][NH:16][S:17]([C:20]1[CH:29]=[C:28]2[C:23]([C:24]([Cl:31])=[CH:25][N:26]=[C:27]2Cl)=[CH:22][CH:21]=1)(=[O:19])=[O:18])([CH3:11])([CH3:10])[CH3:9], predict the reaction product. The product is: [C:8]([O:12][C:13](=[O:32])[CH2:14][CH2:15][NH:16][S:17]([C:20]1[CH:29]=[C:28]2[C:23]([C:24]([Cl:31])=[CH:25][N:26]=[C:27]2[NH:4][C:3]([NH2:5])=[NH:2])=[CH:22][CH:21]=1)(=[O:18])=[O:19])([CH3:11])([CH3:9])[CH3:10].